This data is from Full USPTO retrosynthesis dataset with 1.9M reactions from patents (1976-2016). The task is: Predict the reactants needed to synthesize the given product. Given the product [C:3]([OH:48])([C:2]([F:44])([F:43])[F:1])=[O:45].[F:44][C:2]([F:1])([F:43])[C:3]1[N:7]([C:8]2[CH:13]=[CH:12][CH:11]=[C:10]([C:14]3[CH:19]=[CH:18][CH:17]=[CH:16][C:15]=3[O:20][CH2:21][C:22]3[CH:23]=[CH:24][C:25]([C:28]4[CH:33]=[CH:32][C:31]([C:34]([F:37])([F:35])[F:36])=[CH:30][CH:29]=4)=[CH:26][CH:27]=3)[N:9]=2)[N:6]=[CH:5][C:4]=1[C:38]([OH:40])=[O:39], predict the reactants needed to synthesize it. The reactants are: [F:1][C:2]([F:44])([F:43])[C:3]1[N:7]([C:8]2[CH:13]=[CH:12][CH:11]=[C:10]([C:14]3[CH:19]=[CH:18][CH:17]=[CH:16][C:15]=3[O:20][CH2:21][C:22]3[CH:27]=[CH:26][C:25]([C:28]4[CH:33]=[CH:32][C:31]([C:34]([F:37])([F:36])[F:35])=[CH:30][CH:29]=4)=[CH:24][CH:23]=3)[N:9]=2)[N:6]=[CH:5][C:4]=1[C:38]([O:40]CC)=[O:39].[OH-:45].[Li+].Cl.[O:48]1CCOCC1.